Dataset: Full USPTO retrosynthesis dataset with 1.9M reactions from patents (1976-2016). Task: Predict the reactants needed to synthesize the given product. (1) Given the product [CH3:9][O:8][C:3]1[CH:4]=[CH:5][CH:6]=[CH:7][C:2]=1[B:12]([OH:13])[OH:11], predict the reactants needed to synthesize it. The reactants are: [Li][C:2]1[CH:7]=[CH:6][CH:5]=[CH:4][C:3]=1[O:8][CH3:9].C[O:11][B:12](OC)[O:13]C. (2) Given the product [NH2:1][C:2]1[N:7]=[CH:6][C:5]([CH2:8][C@@H:9]([C:15]2[N:16]=[CH:17][N:18]([CH2:20][C:21]3[CH:25]=[C:24]([C:26]4[S:27][C:28]([Cl:31])=[CH:29][CH:30]=4)[O:23][N:22]=3)[CH:19]=2)[C:10]([OH:12])=[O:11])=[CH:4][CH:3]=1, predict the reactants needed to synthesize it. The reactants are: [NH2:1][C:2]1[N:7]=[CH:6][C:5]([CH2:8][C@@H:9]([C:15]2[N:16]=[CH:17][N:18]([CH2:20][C:21]3[CH:25]=[C:24]([C:26]4[S:27][C:28]([Cl:31])=[CH:29][CH:30]=4)[O:23][N:22]=3)[CH:19]=2)[C:10]([O:12]CC)=[O:11])=[CH:4][CH:3]=1.O.